Dataset: Forward reaction prediction with 1.9M reactions from USPTO patents (1976-2016). Task: Predict the product of the given reaction. Given the reactants [OH:1][C:2]1[C:11]2[C:6](=[N:7][C:8]([CH3:12])=[CH:9][CH:10]=2)[N:5]=[CH:4][C:3]=1[C:13]([OH:15])=O.[Cl:16][C:17]1[CH:24]=[CH:23][C:20]([CH2:21][NH2:22])=[CH:19][CH:18]=1.P(Cl)(Cl)Cl, predict the reaction product. The product is: [Cl:16][C:17]1[CH:24]=[CH:23][C:20]([CH2:21][NH:22][C:13]([C:3]2[CH:4]=[N:5][C:6]3[C:11]([C:2]=2[OH:1])=[CH:10][CH:9]=[C:8]([CH3:12])[N:7]=3)=[O:15])=[CH:19][CH:18]=1.